From a dataset of NCI-60 drug combinations with 297,098 pairs across 59 cell lines. Regression. Given two drug SMILES strings and cell line genomic features, predict the synergy score measuring deviation from expected non-interaction effect. (1) Drug 1: CC1=C(N=C(N=C1N)C(CC(=O)N)NCC(C(=O)N)N)C(=O)NC(C(C2=CN=CN2)OC3C(C(C(C(O3)CO)O)O)OC4C(C(C(C(O4)CO)O)OC(=O)N)O)C(=O)NC(C)C(C(C)C(=O)NC(C(C)O)C(=O)NCCC5=NC(=CS5)C6=NC(=CS6)C(=O)NCCC[S+](C)C)O. Drug 2: C1CN(P(=O)(OC1)NCCCl)CCCl. Cell line: NCI-H460. Synergy scores: CSS=62.2, Synergy_ZIP=1.92, Synergy_Bliss=1.53, Synergy_Loewe=-42.1, Synergy_HSA=0.953. (2) Drug 1: COC1=CC(=CC(=C1O)OC)C2C3C(COC3=O)C(C4=CC5=C(C=C24)OCO5)OC6C(C(C7C(O6)COC(O7)C8=CC=CS8)O)O. Cell line: SNB-19. Drug 2: CC1C(C(CC(O1)OC2CC(OC(C2O)C)OC3=CC4=CC5=C(C(=O)C(C(C5)C(C(=O)C(C(C)O)O)OC)OC6CC(C(C(O6)C)O)OC7CC(C(C(O7)C)O)OC8CC(C(C(O8)C)O)(C)O)C(=C4C(=C3C)O)O)O)O. Synergy scores: CSS=44.5, Synergy_ZIP=-1.03, Synergy_Bliss=-0.923, Synergy_Loewe=-3.23, Synergy_HSA=-0.710. (3) Drug 1: CN(CC1=CN=C2C(=N1)C(=NC(=N2)N)N)C3=CC=C(C=C3)C(=O)NC(CCC(=O)O)C(=O)O. Drug 2: COC1=NC(=NC2=C1N=CN2C3C(C(C(O3)CO)O)O)N. Cell line: T-47D. Synergy scores: CSS=0.678, Synergy_ZIP=0.686, Synergy_Bliss=1.70, Synergy_Loewe=0.566, Synergy_HSA=0.241. (4) Drug 1: CN(CC1=CN=C2C(=N1)C(=NC(=N2)N)N)C3=CC=C(C=C3)C(=O)NC(CCC(=O)O)C(=O)O. Drug 2: C1=NNC2=C1C(=O)NC=N2. Cell line: SNB-75. Synergy scores: CSS=-0.119, Synergy_ZIP=-5.88, Synergy_Bliss=2.51, Synergy_Loewe=-19.6, Synergy_HSA=-2.89. (5) Drug 1: C1=CC(=CC=C1CCCC(=O)O)N(CCCl)CCCl. Drug 2: CC1=CC=C(C=C1)C2=CC(=NN2C3=CC=C(C=C3)S(=O)(=O)N)C(F)(F)F. Cell line: CAKI-1. Synergy scores: CSS=26.7, Synergy_ZIP=-5.51, Synergy_Bliss=-5.87, Synergy_Loewe=-2.60, Synergy_HSA=-4.42. (6) Drug 1: CCC1=C2CN3C(=CC4=C(C3=O)COC(=O)C4(CC)O)C2=NC5=C1C=C(C=C5)O. Drug 2: C1=NC2=C(N1)C(=S)N=CN2. Cell line: RXF 393. Synergy scores: CSS=26.6, Synergy_ZIP=-4.61, Synergy_Bliss=-2.63, Synergy_Loewe=-2.18, Synergy_HSA=-1.36.